This data is from Reaction yield outcomes from USPTO patents with 853,638 reactions. The task is: Predict the reaction yield, written as a fraction of the theoretical maximum amount of product (1.0 means a 100% yield; for example, 0.34 means a 34% yield). (1) The reactants are [Br:1][C:2]1[CH:20]=[CH:19][C:5]([O:6][CH2:7][CH:8]2[CH2:11][N:10](C(OC(C)(C)C)=O)[CH2:9]2)=[CH:4][CH:3]=1.C(O)(C(F)(F)F)=O. The catalyst is C(Cl)Cl. The product is [Br:1][C:2]1[CH:3]=[CH:4][C:5]([O:6][CH2:7][CH:8]2[CH2:9][NH:10][CH2:11]2)=[CH:19][CH:20]=1. The yield is 1.00. (2) The reactants are [NH4+].[Cl-].C1C=CC2N(O)N=[N:9]C=2C=1.CCN=C=NCCCN(C)C.CCN(C(C)C)C(C)C.[CH2:33]([O:40][N:41]([C@H:54]1[CH2:59][N:58]([C:60]([O:62][C:63]([CH3:66])([CH3:65])[CH3:64])=[O:61])[C@H:57]([C:67](O)=[O:68])[CH2:56][CH2:55]1)[S:42]([C:45]1[CH:50]=[CH:49][CH:48]=[CH:47][C:46]=1[N+:51]([O-:53])=[O:52])(=[O:44])=[O:43])[C:34]1[CH:39]=[CH:38][CH:37]=[CH:36][CH:35]=1. The catalyst is CN(C=O)C.CCOC(C)=O. The product is [CH2:33]([O:40][N:41]([C@H:54]1[CH2:59][N:58]([C:60]([O:62][C:63]([CH3:64])([CH3:65])[CH3:66])=[O:61])[C@H:57]([C:67](=[O:68])[NH2:9])[CH2:56][CH2:55]1)[S:42]([C:45]1[CH:50]=[CH:49][CH:48]=[CH:47][C:46]=1[N+:51]([O-:53])=[O:52])(=[O:44])=[O:43])[C:34]1[CH:35]=[CH:36][CH:37]=[CH:38][CH:39]=1. The yield is 0.990.